Dataset: Forward reaction prediction with 1.9M reactions from USPTO patents (1976-2016). Task: Predict the product of the given reaction. (1) Given the reactants Cl[C:2]1[N:7]=[C:6]([C:8]2[S:12][C:11]([N:13]([CH3:15])[CH3:14])=[N:10][C:9]=2[C:16]2[CH:17]=[C:18]([NH:22][C:23](=[O:32])[C:24]3[C:29]([F:30])=[CH:28][CH:27]=[CH:26][C:25]=3[F:31])[CH:19]=[CH:20][CH:21]=2)[CH:5]=[CH:4][N:3]=1.[Cl:33][C:34]1[CH:35]=[C:36]([NH2:48])[CH:37]=[CH:38][C:39]=1[O:40][CH2:41][CH2:42][N:43]1[CH2:47][CH2:46][CH2:45][CH2:44]1, predict the reaction product. The product is: [Cl:33][C:34]1[CH:35]=[C:36]([NH:48][C:2]2[N:7]=[C:6]([C:8]3[S:12][C:11]([N:13]([CH3:14])[CH3:15])=[N:10][C:9]=3[C:16]3[CH:17]=[C:18]([NH:22][C:23](=[O:32])[C:24]4[C:25]([F:31])=[CH:26][CH:27]=[CH:28][C:29]=4[F:30])[CH:19]=[CH:20][CH:21]=3)[CH:5]=[CH:4][N:3]=2)[CH:37]=[CH:38][C:39]=1[O:40][CH2:41][CH2:42][N:43]1[CH2:44][CH2:45][CH2:46][CH2:47]1. (2) Given the reactants [N:1]1[C:10]2[C:5](=[C:6]3[CH:18]=[CH:17][CH:16]=[CH:15][C:7]3=[C:8]3[CH:14]=[CH:13][CH:12]=[CH:11][C:9]3=2)[N:4]=[CH:3][C:2]=1[OH:19].N1C=CC=CC=1.[F:26][C:27]([F:40])([F:39])[S:28](O[S:28]([C:27]([F:40])([F:39])[F:26])(=[O:30])=[O:29])(=[O:30])=[O:29], predict the reaction product. The product is: [F:26][C:27]([F:40])([F:39])[S:28]([O:19][C:2]1[CH:3]=[N:4][C:5]2[C:10](=[C:9]3[CH:11]=[CH:12][CH:13]=[CH:14][C:8]3=[C:7]3[CH:15]=[CH:16][CH:17]=[CH:18][C:6]3=2)[N:1]=1)(=[O:30])=[O:29]. (3) Given the reactants Cl[CH2:2][C:3]1[CH:12]=[CH:11][CH:10]=[C:9]2[C:4]=1[CH:5]=[CH:6][N:7]=[CH:8]2.[N-:13]=[N+:14]=[N-:15].[Na+], predict the reaction product. The product is: [N:13]([CH2:2][C:3]1[CH:12]=[CH:11][CH:10]=[C:9]2[C:4]=1[CH:5]=[CH:6][N:7]=[CH:8]2)=[N+:14]=[N-:15]. (4) Given the reactants [C:1]1([C:7]2[C:19]([C:20]([CH3:23])([CH3:22])[CH3:21])=[CH:18][C:17]3[C:16]4[C:11](=[CH:12][C:13]([C:28]5[CH:33]=[CH:32][CH:31]=[CH:30][CH:29]=5)=[C:14]([C:24]([CH3:27])([CH3:26])[CH3:25])[CH:15]=4)[CH2:10][C:9]=3[CH:8]=2)[CH:6]=[CH:5][CH:4]=[CH:3][CH:2]=1.[CH3:34][CH2:35][CH2:36][CH2:37][CH2:38][CH3:39].C1([C:46]2[C:50](=C)[CH:49]=[CH:48][CH:47]=2)CCCCC1.Cl, predict the reaction product. The product is: [C:36]1(=[C:15]2[C:16]3[C:11]([CH:10]=[C:9]4[C:17]=3[CH:18]=[C:19]([C:20]([CH3:21])([CH3:22])[CH3:23])[C:7]([C:1]3[CH:6]=[CH:5][CH:4]=[CH:3][CH:2]=3)=[CH:8]4)=[C:12]([CH:49]3[CH:48]=[CH:47][CH:46]=[CH:50]3)[C:13]([C:28]3[CH:29]=[CH:30][CH:31]=[CH:32][CH:33]=3)=[C:14]2[C:24]([CH3:26])([CH3:27])[CH3:25])[CH2:35][CH2:34][CH2:39][CH2:38][CH2:37]1. (5) Given the reactants CCN=C=NCCCN(C)C.Cl.C1C=CC2N(O)N=NC=2C=1.[N:23]([C@@H:26]1[C@@H:30]([C:31](=[O:34])[NH:32][CH3:33])[O:29][C@@H:28]([N:35]2[CH:43]=[N:42][C:41]3[C:36]2=[N:37][CH:38]=[N:39][C:40]=3[NH:44][CH2:45][C:46]2[CH:56]=[C:55]([Cl:57])[CH:54]=[CH:53][C:47]=2[O:48][CH2:49][C:50](O)=[O:51])[C@@H:27]1[OH:58])=[N+:24]=[N-:25].[NH:59]1[CH2:64][CH2:63][NH:62][CH2:61][C:60]1=[O:65], predict the reaction product. The product is: [CH3:33][NH:32][C:31]([C@@H:30]1[C@@H:26]([N:23]=[N+:24]=[N-:25])[C@@H:27]([OH:58])[C@H:28]([N:35]2[CH:43]=[N:42][C:41]3[C:36]2=[N:37][CH:38]=[N:39][C:40]=3[NH:44][CH2:45][C:46]2[CH:56]=[C:55]([Cl:57])[CH:54]=[CH:53][C:47]=2[O:48][CH2:49][C:50](=[O:51])[N:62]2[CH2:63][CH2:64][NH:59][C:60](=[O:65])[CH2:61]2)[O:29]1)=[O:34].